This data is from Reaction yield outcomes from USPTO patents with 853,638 reactions. The task is: Predict the reaction yield, written as a fraction of the theoretical maximum amount of product (1.0 means a 100% yield; for example, 0.34 means a 34% yield). (1) The reactants are [C:1]([O:5][C:6](=[O:15])[NH:7][C:8]1[CH:9]=[N:10][CH:11]=[C:12]([Br:14])[CH:13]=1)([CH3:4])([CH3:3])[CH3:2].[H-].[Na+].[CH3:18]I. The catalyst is C1COCC1. The product is [C:1]([O:5][C:6](=[O:15])[N:7]([C:8]1[CH:9]=[N:10][CH:11]=[C:12]([Br:14])[CH:13]=1)[CH3:18])([CH3:4])([CH3:2])[CH3:3]. The yield is 0.760. (2) The reactants are Br[CH2:2][C:3]1[CH:10]=[CH:9][C:6]([C:7]#[N:8])=[CH:5][CH:4]=1.[CH3:11][C:12]([O:15][C:16]([NH:18][C:19]([O:21][C:22]([CH3:25])([CH3:24])[CH3:23])=[O:20])=[O:17])([CH3:14])[CH3:13].C(=O)([O-])[O-].[Cs+].[Cs+]. The catalyst is C1COCC1.[I-].[Li+]. The product is [C:22]([O:21][C:19]([N:18]([CH2:2][C:3]1[CH:10]=[CH:9][C:6]([C:7]#[N:8])=[CH:5][CH:4]=1)[C:16]([O:15][C:12]([CH3:14])([CH3:13])[CH3:11])=[O:17])=[O:20])([CH3:25])([CH3:24])[CH3:23]. The yield is 0.830. (3) The reactants are [O:1]1[C:5]2[CH:6]=[CH:7][C:8]([C:10]3([C:13]([NH:15][C:16]4[CH:17]=[CH:18][C:19]([CH2:33][C:34]#[N:35])=[C:20]([C:22]5[CH:27]=[CH:26][C:25]([C:28]([N:30]([CH3:32])[CH3:31])=[O:29])=[CH:24][CH:23]=5)[CH:21]=4)=[O:14])[CH2:12][CH2:11]3)=[CH:9][C:4]=2[O:3][CH2:2]1.[N-:36]=[N+:37]=[N-:38].[Na+].[Cl-].[NH4+]. The catalyst is CN(C)C=O. The product is [NH:36]1[C:34]([CH2:33][C:19]2[CH:18]=[CH:17][C:16]([NH:15][C:13]([C:10]3([C:8]4[CH:7]=[CH:6][C:5]5[O:1][CH2:2][O:3][C:4]=5[CH:9]=4)[CH2:11][CH2:12]3)=[O:14])=[CH:21][C:20]=2[C:22]2[CH:27]=[CH:26][C:25]([C:28]([N:30]([CH3:32])[CH3:31])=[O:29])=[CH:24][CH:23]=2)=[N:35][N:38]=[N:37]1. The yield is 0.260. (4) The yield is 0.420. The catalyst is CO. The reactants are [CH3:1][CH:2]1[O:7][CH:6]([CH3:8])[CH2:5][N:4]([C:9](=[O:41])[CH2:10][N:11]2[C:15]3=[N:16][C:17]([C:25]4[S:26][C:27]([CH2:30][C:31]5[CH:36]=[CH:35][C:34]([F:37])=[CH:33][C:32]=5[S:38]([CH3:40])=O)=[CH:28][N:29]=4)=[C:18]([O:21]C(=O)C)[C:19](=[O:20])[N:14]3[CH:13]=[CH:12]2)[CH2:3]1.C([O-])([O-])=O.[K+].[K+].O. The product is [CH3:8][CH:6]1[O:7][CH:2]([CH3:1])[CH2:3][N:4]([C:9](=[O:41])[CH2:10][N:11]2[C:15]3=[N:16][C:17]([C:25]4[S:26][C:27]([CH2:30][C:31]5[CH:36]=[CH:35][C:34]([F:37])=[CH:33][C:32]=5[S:38][CH3:40])=[CH:28][N:29]=4)=[C:18]([OH:21])[C:19](=[O:20])[N:14]3[CH:13]=[CH:12]2)[CH2:5]1. (5) The reactants are [CH3:1][S:2]([NH2:5])(=[O:4])=[O:3].[H-].[Na+].F[C:9]1[CH:14]=[C:13]([F:15])[CH:12]=[CH:11][C:10]=1[N+:16]([O-:18])=[O:17].Cl.N#N. The catalyst is CN(C=O)C.[Cl-].[Na+].O. The product is [F:15][C:13]1[CH:12]=[CH:11][C:10]([N+:16]([O-:18])=[O:17])=[C:9]([NH:5][S:2]([CH3:1])(=[O:4])=[O:3])[CH:14]=1. The yield is 0.220. (6) The yield is 0.550. The reactants are [CH3:1]I.[H-].[Na+].[NH:5]1[C:13]2[C:8](=[CH:9][CH:10]=[CH:11][CH:12]=2)[CH:7]=[C:6]1[C:14]([N:16]1[CH2:21][CH2:20][C:19]2[N:22]=[C:23]([CH2:25][O:26][C:27]3[CH:32]=[CH:31][CH:30]=[CH:29][CH:28]=3)[O:24][C:18]=2[CH2:17]1)=[O:15]. The product is [CH3:1][N:5]1[C:13]2[C:8](=[CH:9][CH:10]=[CH:11][CH:12]=2)[CH:7]=[C:6]1[C:14]([N:16]1[CH2:21][CH2:20][C:19]2[N:22]=[C:23]([CH2:25][O:26][C:27]3[CH:32]=[CH:31][CH:30]=[CH:29][CH:28]=3)[O:24][C:18]=2[CH2:17]1)=[O:15]. The catalyst is CN(C=O)C.